Dataset: Full USPTO retrosynthesis dataset with 1.9M reactions from patents (1976-2016). Task: Predict the reactants needed to synthesize the given product. Given the product [CH3:11][O:12][C:13](=[O:34])[C:14]1[CH:19]=[C:18]([C:20](=[O:22])[CH3:21])[C:17]([NH:23][CH:1]=[O:3])=[C:16]([F:24])[C:15]=1[NH:25][C:26]1[CH:31]=[CH:30][C:29]([Br:32])=[CH:28][C:27]=1[F:33], predict the reactants needed to synthesize it. The reactants are: [C:1](OC(=O)C)(=[O:3])C.C(O)=O.[CH3:11][O:12][C:13](=[O:34])[C:14]1[CH:19]=[C:18]([C:20](=[O:22])[CH3:21])[C:17]([NH2:23])=[C:16]([F:24])[C:15]=1[NH:25][C:26]1[CH:31]=[CH:30][C:29]([Br:32])=[CH:28][C:27]=1[F:33].C(OC(=O)C)=O.